This data is from Experimentally validated miRNA-target interactions with 360,000+ pairs, plus equal number of negative samples. The task is: Binary Classification. Given a miRNA mature sequence and a target amino acid sequence, predict their likelihood of interaction. (1) The miRNA is hsa-miR-519b-3p with sequence AAAGUGCAUCCUUUUAGAGGUU. The protein sequence of the target gene is MAVSESQLKKMVSKYKYRDLTVRETVNVITLYKDLKPVLDSYVFNDGSSRELMNLTGTIPVPYRGNTYNIPICLWLLDTYPYNPPICFVKPTSSMTIKTGKHVDANGKIYLPYLHEWKHPQSDLLGLIQVMIVVFGDEPPVFSRPISASYPPYQATGPPNTSYMPGMPGGISPYPSGYPPNPSGYPGCPYPPGGPYPATTSSQYPSQPPVTTVGPSRDGTISEDTIRASLISAVSDKLRWRMKEEMDRAQAELNALKRTEEDLKKGHQKLEEMVTRLDQEVAEVDKNIELLKKKDEELSS.... Result: 1 (interaction). (2) The protein sequence of the target gene is MGCDGRVSELLRRNLQPTLTYWSVFFSFGLCIAFLGPTLLDLRCQTHSSLPQISWVFFSQQLCLLLGSALGGVFKRTLAQSLWALFTSTLVISLVFAVIPFCHDVKVLASVIALAGLAMGCIDTVANMQLVRIYQKDSAFFLQVLHFFVGLGALLSPLIADPFLSEANCFPANNTANATSRSHGSRVLSQHHAAAQPWINQTIPRLPPKEVTENHVSYAFWIMALINLPVPLAVLFLLSKERLLTCAQRKPLLLSADELALETRPAEKEDTSSLAPKFQPHSGQEDLFSCCQRKNFRGAP.... The miRNA is mmu-miR-1967 with sequence UGAGGAUCCUGGGGAGAAGAUGC. Result: 1 (interaction). (3) The miRNA is hsa-miR-6753-5p with sequence CACCAGGGCAGAGCAGGGCUGA. The protein sequence of the target gene is MSGEDGPAAGPGAAAAAAAARERRQEQLRQWGARAGADPGPGERRARTVRFERAAEFLAACAGGDLDEARLMLRAADPGPGSGAASDPAVPPPARAVLDSTNADGISALHQACIDENLEVVRFLVEQGATVNQADNEGWTPLHVAASCGYLDIARYLLSHGANIAAVNSDGDLPLDLAESDAMEGLLKAEITRRGVDVEAAKRAEEELLLHDTRCWLNGGAMPEARHPRTGASALHVAAAKGYIEVMRLLLQAGYDTELRDGDGWTPLHAAAHWGVEDACRLLAEHGGGMDSLTHAGQRP.... Result: 0 (no interaction).